From a dataset of NCI-60 drug combinations with 297,098 pairs across 59 cell lines. Regression. Given two drug SMILES strings and cell line genomic features, predict the synergy score measuring deviation from expected non-interaction effect. (1) Drug 1: COC1=CC(=CC(=C1O)OC)C2C3C(COC3=O)C(C4=CC5=C(C=C24)OCO5)OC6C(C(C7C(O6)COC(O7)C8=CC=CS8)O)O. Drug 2: CCC1=C2CN3C(=CC4=C(C3=O)COC(=O)C4(CC)O)C2=NC5=C1C=C(C=C5)O. Cell line: NCI-H522. Synergy scores: CSS=44.3, Synergy_ZIP=-11.0, Synergy_Bliss=-6.33, Synergy_Loewe=-0.558, Synergy_HSA=1.36. (2) Drug 1: C1CCN(CC1)CCOC2=CC=C(C=C2)C(=O)C3=C(SC4=C3C=CC(=C4)O)C5=CC=C(C=C5)O. Drug 2: C(CCl)NC(=O)N(CCCl)N=O. Cell line: NCI-H226. Synergy scores: CSS=-1.58, Synergy_ZIP=3.89, Synergy_Bliss=4.46, Synergy_Loewe=-2.80, Synergy_HSA=-3.06. (3) Drug 1: CC1=CC=C(C=C1)C2=CC(=NN2C3=CC=C(C=C3)S(=O)(=O)N)C(F)(F)F. Drug 2: CS(=O)(=O)OCCCCOS(=O)(=O)C. Cell line: MDA-MB-435. Synergy scores: CSS=-2.95, Synergy_ZIP=3.74, Synergy_Bliss=1.66, Synergy_Loewe=-1.25, Synergy_HSA=-3.57. (4) Drug 1: C1C(C(OC1N2C=C(C(=O)NC2=O)F)CO)O. Drug 2: C1C(C(OC1N2C=NC(=NC2=O)N)CO)O. Cell line: HCC-2998. Synergy scores: CSS=25.1, Synergy_ZIP=-11.1, Synergy_Bliss=-15.8, Synergy_Loewe=-9.51, Synergy_HSA=-8.72. (5) Drug 1: CCCCC(=O)OCC(=O)C1(CC(C2=C(C1)C(=C3C(=C2O)C(=O)C4=C(C3=O)C=CC=C4OC)O)OC5CC(C(C(O5)C)O)NC(=O)C(F)(F)F)O. Drug 2: C1CC(=O)NC(=O)C1N2C(=O)C3=CC=CC=C3C2=O. Cell line: NCI-H522. Synergy scores: CSS=56.7, Synergy_ZIP=9.89, Synergy_Bliss=8.18, Synergy_Loewe=-7.34, Synergy_HSA=8.25. (6) Drug 1: CS(=O)(=O)C1=CC(=C(C=C1)C(=O)NC2=CC(=C(C=C2)Cl)C3=CC=CC=N3)Cl. Drug 2: C1CCN(CC1)CCOC2=CC=C(C=C2)C(=O)C3=C(SC4=C3C=CC(=C4)O)C5=CC=C(C=C5)O. Cell line: NCIH23. Synergy scores: CSS=5.98, Synergy_ZIP=1.65, Synergy_Bliss=6.33, Synergy_Loewe=2.64, Synergy_HSA=2.88. (7) Drug 1: C1CN1C2=NC(=NC(=N2)N3CC3)N4CC4. Drug 2: CC(C)(C#N)C1=CC(=CC(=C1)CN2C=NC=N2)C(C)(C)C#N. Cell line: CCRF-CEM. Synergy scores: CSS=45.6, Synergy_ZIP=2.11, Synergy_Bliss=3.46, Synergy_Loewe=-2.47, Synergy_HSA=-1.04.